Dataset: Reaction yield outcomes from USPTO patents with 853,638 reactions. Task: Predict the reaction yield, written as a fraction of the theoretical maximum amount of product (1.0 means a 100% yield; for example, 0.34 means a 34% yield). (1) The reactants are Cl[C:2]1[CH:7]=[CH:6][C:5]([N+:8]([O-:10])=[O:9])=[CH:4][N:3]=1.[C:11]([C:13]1[CH:18]=[CH:17][C:16]([NH:19][C:20](=[O:32])[C:21]2[CH:26]=[CH:25][CH:24]=[C:23]([C:27]([C:30]#[N:31])([CH3:29])[CH3:28])[CH:22]=2)=[CH:15][C:14]=1[OH:33])#[N:12].C(=O)([O-])[O-].[K+].[K+]. The catalyst is CN(C)C=O. The product is [C:30]([C:27]([C:23]1[CH:22]=[C:21]([CH:26]=[CH:25][CH:24]=1)[C:20]([NH:19][C:16]1[CH:17]=[CH:18][C:13]([C:11]#[N:12])=[C:14]([O:33][C:2]2[CH:7]=[CH:6][C:5]([N+:8]([O-:10])=[O:9])=[CH:4][N:3]=2)[CH:15]=1)=[O:32])([CH3:29])[CH3:28])#[N:31]. The yield is 0.240. (2) The reactants are Br[C:2]1[CH:3]=[C:4]2[C:9](=[CH:10][CH:11]=1)[N:8]=[C:7]([O:12]C)[CH:6]=[C:5]2[C:14]1[CH:19]=[CH:18][CH:17]=[C:16]([O:20][CH:21]([CH3:23])[CH3:22])[CH:15]=1.[Cl:24][C:25]1[N:30]=[CH:29][C:28]([C:31]([C:33]2[N:34]([CH3:38])[CH:35]=[N:36][CH:37]=2)=[O:32])=[CH:27][CH:26]=1. No catalyst specified. The product is [Cl:24][C:25]1[N:30]=[CH:29][C:28]([C:31]([OH:32])([C:33]2[N:34]([CH3:38])[CH:35]=[N:36][CH:37]=2)[C:2]2[CH:3]=[C:4]3[C:9](=[CH:10][CH:11]=2)[NH:8][C:7](=[O:12])[CH:6]=[C:5]3[C:14]2[CH:19]=[CH:18][CH:17]=[C:16]([O:20][CH:21]([CH3:23])[CH3:22])[CH:15]=2)=[CH:27][CH:26]=1. The yield is 0.240.